This data is from Forward reaction prediction with 1.9M reactions from USPTO patents (1976-2016). The task is: Predict the product of the given reaction. (1) Given the reactants N1C2C(=CC=C(C(O)=O)C=2)C=[CH:2]1.C1(=O)CCCCC1.[C:20]1([C:26]2[C:34]3[C:29](=[CH:30][C:31]([C:35]([OH:37])=[O:36])=[CH:32][CH:33]=3)[NH:28][CH:27]=2)[CH2:25][CH2:24][CH2:23][CH2:22][CH:21]=1, predict the reaction product. The product is: [CH:20]1([C:26]2[C:34]3[C:29](=[CH:30][C:31]([C:35]([O:37][CH3:2])=[O:36])=[CH:32][CH:33]=3)[NH:28][CH:27]=2)[CH2:25][CH2:24][CH2:23][CH2:22][CH2:21]1. (2) Given the reactants C1(P(C2CCCCC2)C2CCCCC2)CCCCC1.[CH2:20]([O:22][C:23]([C:25]1[NH:26][C:27]2[C:32]([CH:33]=1)=[CH:31][C:30](Br)=[CH:29][CH:28]=2)=[O:24])[CH3:21].CC([O-])=O.[K+].[B:40]1([B:40]2[O:44][C:43]([CH3:46])([CH3:45])[C:42]([CH3:48])([CH3:47])[O:41]2)[O:44][C:43]([CH3:46])([CH3:45])[C:42]([CH3:48])([CH3:47])[O:41]1, predict the reaction product. The product is: [CH2:20]([O:22][C:23]([C:25]1[NH:26][C:27]2[C:32]([CH:33]=1)=[CH:31][C:30]([B:40]1[O:44][C:43]([CH3:46])([CH3:45])[C:42]([CH3:48])([CH3:47])[O:41]1)=[CH:29][CH:28]=2)=[O:24])[CH3:21].